Dataset: TCR-epitope binding with 47,182 pairs between 192 epitopes and 23,139 TCRs. Task: Binary Classification. Given a T-cell receptor sequence (or CDR3 region) and an epitope sequence, predict whether binding occurs between them. (1) The epitope is QASQEVKNW. The TCR CDR3 sequence is CASSLVVQGFPYNEQFF. Result: 0 (the TCR does not bind to the epitope). (2) The epitope is KTSVDCTMYI. The TCR CDR3 sequence is CASSFGLNTEAFF. Result: 0 (the TCR does not bind to the epitope). (3) The epitope is IVTDFSVIK. The TCR CDR3 sequence is CASTLTGATNEKLFF. Result: 1 (the TCR binds to the epitope). (4) Result: 1 (the TCR binds to the epitope). The TCR CDR3 sequence is CASSFSVNTEAFF. The epitope is VVYRGTTTY. (5) The epitope is RQLLFVVEV. The TCR CDR3 sequence is CASSSPGTSTDTQYF. Result: 1 (the TCR binds to the epitope). (6) The epitope is ALSKGVHFV. The TCR CDR3 sequence is CASSPTGYNEQFF. Result: 0 (the TCR does not bind to the epitope).